Task: Predict the reaction yield, written as a fraction of the theoretical maximum amount of product (1.0 means a 100% yield; for example, 0.34 means a 34% yield).. Dataset: Reaction yield outcomes from USPTO patents with 853,638 reactions (1) The reactants are [NH:1]1[CH:5]=[N:4][CH:3]=[N:2]1.CC(C)([O-])C.[K+].C1OCCOCCOCCOCCOCCOC1.[NH2:30][C:31]1[C:36]([F:37])=[CH:35][N:34]([CH2:38][CH2:39][CH2:40][CH2:41]I)[C:33](=[O:43])[N:32]=1. The catalyst is CC#N. The product is [NH2:30][C:31]1[C:36]([F:37])=[CH:35][N:34]([CH2:38][CH2:39][CH2:40][CH2:41][N:1]2[CH:5]=[N:4][CH:3]=[N:2]2)[C:33](=[O:43])[N:32]=1. The yield is 0.280. (2) The catalyst is C(#N)C. The yield is 0.720. The reactants are [CH3:1][Si:2]([CH3:38])([CH3:37])[CH2:3][CH2:4][O:5][CH2:6][N:7]([CH2:29][O:30][CH2:31][CH2:32][Si:33]([CH3:36])([CH3:35])[CH3:34])[C:8]1[N:13]2[N:14]=[CH:15][CH:16]=[C:12]2[N:11]=[C:10]([CH:17]2[CH2:22][CH2:21][CH:20]([CH2:23][C:24]([O:26][CH2:27][CH3:28])=[O:25])[CH2:19][CH2:18]2)[CH:9]=1.[I:39]N1C(=O)CCC1=O. The product is [CH3:34][Si:33]([CH3:36])([CH3:35])[CH2:32][CH2:31][O:30][CH2:29][N:7]([CH2:6][O:5][CH2:4][CH2:3][Si:2]([CH3:1])([CH3:37])[CH3:38])[C:8]1[N:13]2[N:14]=[CH:15][C:16]([I:39])=[C:12]2[N:11]=[C:10]([CH:17]2[CH2:22][CH2:21][CH:20]([CH2:23][C:24]([O:26][CH2:27][CH3:28])=[O:25])[CH2:19][CH2:18]2)[CH:9]=1. (3) The reactants are [CH2:1]([OH:4])[CH2:2][OH:3].O.C1(C)C=CC(S(O)(=O)=O)=CC=1.[Cl:17][C:18]1[C:19]([CH:31]=O)=[N:20][CH:21]=[C:22]([N:24]2[C:28]([CH3:29])=[CH:27][C:26]([CH3:30])=[N:25]2)[N:23]=1.C(=O)([O-])O.[Na+]. The catalyst is C1(C)C=CC=CC=1. The product is [Cl:17][C:18]1[C:19]([CH:31]2[O:4][CH2:1][CH2:2][O:3]2)=[N:20][CH:21]=[C:22]([N:24]2[C:28]([CH3:29])=[CH:27][C:26]([CH3:30])=[N:25]2)[N:23]=1. The yield is 0.960. (4) The reactants are C(=O)([O-])[O-].[K+].[K+].[I-].[Na+].[CH3:9][CH:10]([CH3:26])[C:11]([NH:13][C:14]1[CH:19]=[CH:18][CH:17]=[C:16]([CH:20]2[CH2:25][CH2:24][NH:23][CH2:22][CH2:21]2)[CH:15]=1)=[O:12].Cl[CH2:28][CH2:29][C@H:30]([N:37]1[C:45](=[O:46])[C:44]2[C:39](=[CH:40][CH:41]=[CH:42][CH:43]=2)[C:38]1=[O:47])[C:31]1[CH:36]=[CH:35][CH:34]=[CH:33][CH:32]=1. The catalyst is CN(C=O)C.O. The product is [O:46]=[C:45]1[C:44]2[C:39](=[CH:40][CH:41]=[CH:42][CH:43]=2)[C:38](=[O:47])[N:37]1[C@H:30]([C:31]1[CH:32]=[CH:33][CH:34]=[CH:35][CH:36]=1)[CH2:29][CH2:28][N:23]1[CH2:24][CH2:25][CH:20]([C:16]2[CH:15]=[C:14]([NH:13][C:11](=[O:12])[CH:10]([CH3:26])[CH3:9])[CH:19]=[CH:18][CH:17]=2)[CH2:21][CH2:22]1. The yield is 0.770. (5) The catalyst is ClCCl. The product is [Si:1]([O:8][C@@H:17]1[N:23]([C:24]([O:26][CH2:27][C:28]2[CH:29]=[CH:30][C:31]([NH:34][NH:35][CH:36]([CH3:52])[C:37]([NH:39][CH:40]([CH:49]([CH3:51])[CH3:50])[C:41](=[O:48])[C:42]([O:44][CH2:45][CH:46]=[CH2:47])=[O:43])=[O:38])=[CH:32][CH:33]=2)=[O:25])[C:22]2[CH:53]=[C:54]([O:59][Si:60]([CH:64]([CH3:66])[CH3:65])([CH:67]([CH3:68])[CH3:69])[CH:61]([CH3:62])[CH3:63])[C:55]([O:57][CH3:58])=[CH:56][C:21]=2[C:20](=[O:70])[N:19]2[CH:71]=[C:72]([CH3:74])[CH2:73][C@@H:18]12)([C:4]([CH3:7])([CH3:6])[CH3:5])([CH3:3])[CH3:2]. The reactants are [Si:1]([O:8]S(C(F)(F)F)(=O)=O)([C:4]([CH3:7])([CH3:6])[CH3:5])([CH3:3])[CH3:2].O[C@@H:17]1[N:23]([C:24]([O:26][CH2:27][C:28]2[CH:33]=[CH:32][C:31]([NH:34][NH:35][CH:36]([CH3:52])[C:37]([NH:39][CH:40]([CH:49]([CH3:51])[CH3:50])[C:41](=[O:48])[C:42]([O:44][CH2:45][CH:46]=[CH2:47])=[O:43])=[O:38])=[CH:30][CH:29]=2)=[O:25])[C:22]2[CH:53]=[C:54]([O:59][Si:60]([CH:67]([CH3:69])[CH3:68])([CH:64]([CH3:66])[CH3:65])[CH:61]([CH3:63])[CH3:62])[C:55]([O:57][CH3:58])=[CH:56][C:21]=2[C:20](=[O:70])[N:19]2[CH:71]=[C:72]([CH3:74])[CH2:73][C@@H:18]12.N1C(C)=CC=CC=1C. The yield is 0.650. (6) The reactants are Cl[CH2:2][C:3]1[N:4]([CH3:29])[C:5]2[C:10]([N:11]=1)=[C:9]([N:12]1[CH2:17][CH2:16][O:15][CH2:14][CH2:13]1)[N:8]=[C:7]([N:18]1[C:22]3[CH:23]=[CH:24][CH:25]=[CH:26][C:21]=3[N:20]=[C:19]1[CH2:27][CH3:28])[N:6]=2.[CH3:30][S:31]([CH2:34][CH2:35][N:36]1[CH2:41][CH2:40][NH:39][CH2:38][C:37]1([CH3:43])[CH3:42])(=[O:33])=[O:32].C([O-])([O-])=O.[K+].[K+]. The catalyst is CN(C=O)C.CCOC(C)=O. The product is [CH3:42][C:37]1([CH3:43])[N:36]([CH2:35][CH2:34][S:31]([CH3:30])(=[O:32])=[O:33])[CH2:41][CH2:40][N:39]([CH2:2][C:3]2[N:4]([CH3:29])[C:5]3[C:10]([N:11]=2)=[C:9]([N:12]2[CH2:17][CH2:16][O:15][CH2:14][CH2:13]2)[N:8]=[C:7]([N:18]2[C:22]4[CH:23]=[CH:24][CH:25]=[CH:26][C:21]=4[N:20]=[C:19]2[CH2:27][CH3:28])[N:6]=3)[CH2:38]1. The yield is 0.260.